From a dataset of Reaction yield outcomes from USPTO patents with 853,638 reactions. Predict the reaction yield, written as a fraction of the theoretical maximum amount of product (1.0 means a 100% yield; for example, 0.34 means a 34% yield). (1) The reactants are [CH3:1][O:2][C:3]1[CH:4]=[C:5]2[C:10](=[CH:11][C:12]=1[O:13][CH3:14])[N:9]=[CH:8][N:7]=[C:6]2[O:15][C:16]1[CH:17]=[C:18]2[C:23](=[CH:24][CH:25]=1)[C:22]([C:26](O)=[O:27])=[CH:21][CH:20]=[CH:19]2.[NH2:29][CH2:30][C:31]1[CH:47]=[CH:46][C:34]([C:35]([NH:37][C:38]2[CH:43]=[CH:42][C:41]([CH3:44])=[CH:40][C:39]=2[NH2:45])=[O:36])=[CH:33][CH:32]=1. No catalyst specified. The product is [NH2:45][C:39]1[CH:40]=[C:41]([CH3:44])[CH:42]=[CH:43][C:38]=1[NH:37][C:35]([C:34]1[CH:46]=[CH:47][C:31]([CH2:30][NH:29][C:26]([C:22]2[C:23]3[C:18](=[CH:17][C:16]([O:15][C:6]4[C:5]5[C:10](=[CH:11][C:12]([O:13][CH3:14])=[C:3]([O:2][CH3:1])[CH:4]=5)[N:9]=[CH:8][N:7]=4)=[CH:25][CH:24]=3)[CH:19]=[CH:20][CH:21]=2)=[O:27])=[CH:32][CH:33]=1)=[O:36]. The yield is 0.860. (2) The reactants are [CH3:1][N:2]([S:15]([C:18]1[S:19][CH:20]=[CH:21][CH:22]=1)(=[O:17])=[O:16])[C:3]1[CH:4]=[CH:5][CH:6]=[C:7]2[C:11]=1[NH:10][C:9]([C:12](=[S:14])[NH2:13])=[CH:8]2.Cl[CH2:24][C:25](=O)[CH2:26][C:27]([O:29][CH2:30][CH3:31])=[O:28].CN(C)C(=O)C. The catalyst is O. The product is [CH3:1][N:2]([S:15]([C:18]1[S:19][CH:20]=[CH:21][CH:22]=1)(=[O:17])=[O:16])[C:3]1[CH:4]=[CH:5][CH:6]=[C:7]2[C:11]=1[NH:10][C:9]([C:12]1[S:14][CH:24]=[C:25]([CH2:26][C:27]([O:29][CH2:30][CH3:31])=[O:28])[N:13]=1)=[CH:8]2. The yield is 0.750. (3) The reactants are [Br:1][C:2]1[CH:10]=[CH:9][CH:8]=[C:7]2[C:3]=1[CH:4]=[N:5][N:6]2C(=O)C.Cl. The catalyst is CO. The product is [Br:1][C:2]1[CH:10]=[CH:9][CH:8]=[C:7]2[C:3]=1[CH:4]=[N:5][NH:6]2. The yield is 0.930.